The task is: Predict which catalyst facilitates the given reaction.. This data is from Catalyst prediction with 721,799 reactions and 888 catalyst types from USPTO. (1) Reactant: Cl.[N+:2]([C:5]1[CH:14]=[C:13]2[C:8]([CH2:9][CH2:10][NH:11][CH2:12]2)=[CH:7][CH:6]=1)([O-])=O. Product: [CH2:12]1[C:13]2[C:8](=[CH:7][CH:6]=[C:5]([NH2:2])[CH:14]=2)[CH2:9][CH2:10][NH:11]1. The catalyst class is: 19. (2) Reactant: [NH:1]1[CH2:6][CH2:5][CH2:4][CH2:3][CH2:2]1.[CH2:7]=[C:8]1[O:12][C:10](=[O:11])[CH2:9]1. Product: [N:1]1([C:10](=[O:11])[CH2:9][C:8](=[O:12])[CH3:7])[CH2:6][CH2:5][CH2:4][CH2:3][CH2:2]1. The catalyst class is: 282. (3) Reactant: O[CH:2]([C:7]1[CH:8]=[C:9]([CH:12]=[CH:13][CH:14]=1)[C:10]#[N:11])[CH2:3][N+:4]([O-:6])=[O:5].C(N(CC)CC)C.CS(Cl)(=O)=O. Product: [N+:4](/[CH:3]=[CH:2]/[C:7]1[CH:8]=[C:9]([CH:12]=[CH:13][CH:14]=1)[C:10]#[N:11])([O-:6])=[O:5]. The catalyst class is: 4. (4) Reactant: [Br:1][CH2:2][CH2:3][OH:4].[CH3:5][C:6]([Si:9](Cl)([CH3:11])[CH3:10])([CH3:8])[CH3:7].N1C=CN=C1. Product: [Br:1][CH2:2][CH2:3][O:4][Si:9]([C:6]([CH3:8])([CH3:7])[CH3:5])([CH3:11])[CH3:10]. The catalyst class is: 47. (5) Reactant: [CH3:1][C:2]1[CH:8]=[C:7]([I:9])[CH:6]=[CH:5][C:3]=1[NH2:4].[Li+].CC([N-]C(C)C)C.[NH:18]1[C:22](C2C=C(Cl)C=CC=2F)=[N:21][N:20]=[N:19]1.C(Cl)[Cl:32]. Product: [Cl:32][C:7]1([I:9])[CH:6]=[CH:5][CH:3]([NH2:4])[C:2]([C:22]2[NH:21][N:20]=[N:19][N:18]=2)([CH3:1])[CH2:8]1. The catalyst class is: 1. (6) Reactant: [Cl:1][C:2]1[CH:7]=[CH:6][C:5]([CH2:8][CH2:9][C:10]([OH:12])=[O:11])=[C:4]([NH:13][C:14]2[CH:19]=[CH:18][C:17]([S:20]([CH3:23])(=[O:22])=[O:21])=[CH:16][C:15]=2[Cl:24])[CH:3]=1.[CH2:25](S(C1C=CC(F)=C(Cl)C=1)(=O)=O)C.C(=O)([O-])[O-].[Cs+].[Cs+]. Product: [Cl:1][C:2]1[CH:7]=[CH:6][C:5]([CH2:8][CH2:9][C:10]([OH:12])=[O:11])=[C:4]([NH:13][C:14]2[CH:19]=[CH:18][C:17]([S:20]([CH2:23][CH3:25])(=[O:21])=[O:22])=[CH:16][C:15]=2[Cl:24])[CH:3]=1. The catalyst class is: 37.